Task: Predict the reactants needed to synthesize the given product.. Dataset: Full USPTO retrosynthesis dataset with 1.9M reactions from patents (1976-2016) (1) Given the product [CH:20]([C:12]1[CH:13]=[C:14]2[C:19](=[C:10]([N:3]3[CH2:9][CH2:8][CH2:7][N:6]([CH2:24][C:25]4[N:26]=[C:27]([C:30]5[CH:31]=[CH:32][CH:33]=[CH:34][CH:35]=5)[S:28][CH:29]=4)[CH2:5][CH2:4]3)[CH:11]=1)[N:18]=[CH:17][CH:16]=[CH:15]2)([CH3:22])[CH3:21], predict the reactants needed to synthesize it. The reactants are: Cl.Cl.[N:3]1([C:10]2[CH:11]=[C:12]([CH:20]([CH3:22])[CH3:21])[CH:13]=[C:14]3[C:19]=2[N:18]=[CH:17][CH:16]=[CH:15]3)[CH2:9][CH2:8][CH2:7][NH:6][CH2:5][CH2:4]1.Cl[CH2:24][C:25]1[N:26]=[C:27]([C:30]2[CH:35]=[CH:34][CH:33]=[CH:32][CH:31]=2)[S:28][CH:29]=1.C([O-])([O-])=O.[Cs+].[Cs+].CCOC(C)=O. (2) Given the product [CH2:32]([O:34][C:35]([C:37]1([C:40]2[CH:45]=[CH:44][C:43]([C:27]3[CH:28]=[CH:29][C:24]([C:23]4[O:22][N:21]=[C:20]([CH3:31])[C:19]=4[CH:13]([C:11]4[N:10]=[N:9][N:8]([CH2:1][C:2]5[CH:7]=[CH:6][CH:5]=[CH:4][CH:3]=5)[CH:12]=4)[NH:14][S:15]([CH3:18])(=[O:17])=[O:16])=[CH:25][CH:26]=3)=[CH:42][CH:41]=2)[CH2:38][CH2:39]1)=[O:36])[CH3:33], predict the reactants needed to synthesize it. The reactants are: [CH2:1]([N:8]1[CH:12]=[C:11]([CH:13]([C:19]2[C:20]([CH3:31])=[N:21][O:22][C:23]=2[C:24]2[CH:29]=[CH:28][C:27](Br)=[CH:26][CH:25]=2)[NH:14][S:15]([CH3:18])(=[O:17])=[O:16])[N:10]=[N:9]1)[C:2]1[CH:7]=[CH:6][CH:5]=[CH:4][CH:3]=1.[CH2:32]([O:34][C:35]([C:37]1([C:40]2[CH:45]=[CH:44][C:43](B3OC(C)(C)C(C)(C)O3)=[CH:42][CH:41]=2)[CH2:39][CH2:38]1)=[O:36])[CH3:33]. (3) Given the product [CH3:1][C:2]1[NH:20][C:6](=[O:7])[C:5]2[C:4](=[C:12]([C:13]([F:16])([F:15])[F:14])[CH:11]=[CH:10][CH:9]=2)[N:3]=1, predict the reactants needed to synthesize it. The reactants are: [CH3:1][C:2]1[O:7][C:6](=O)[C:5]2[CH:9]=[CH:10][CH:11]=[C:12]([C:13]([F:16])([F:15])[F:14])[C:4]=2[N:3]=1.C([NH2:20])(=O)C. (4) Given the product [OH:4][CH2:5][C:6]([N:8]1[CH2:13][CH2:12][CH:11]([NH:14][C:15]([C:17]2[N:29]([CH3:30])[C:28]3[C:27]4[CH:26]=[CH:25][CH:24]=[CH:23][C:22]=4[N:21]([CH2:31][C:32]4[CH:37]=[CH:36][CH:35]=[C:34]([O:38][C:39]([F:41])([F:42])[F:40])[CH:33]=4)[C:20](=[O:43])[C:19]=3[C:18]=2[O:44][CH3:45])=[O:16])[CH2:10][CH2:9]1)=[O:7], predict the reactants needed to synthesize it. The reactants are: C([O:4][CH2:5][C:6]([N:8]1[CH2:13][CH2:12][CH:11]([NH:14][C:15]([C:17]2[N:29]([CH3:30])[C:28]3[C:27]4[CH:26]=[CH:25][CH:24]=[CH:23][C:22]=4[N:21]([CH2:31][C:32]4[CH:37]=[CH:36][CH:35]=[C:34]([O:38][C:39]([F:42])([F:41])[F:40])[CH:33]=4)[C:20](=[O:43])[C:19]=3[C:18]=2[O:44][CH3:45])=[O:16])[CH2:10][CH2:9]1)=[O:7])(=O)C.C(=O)([O-])[O-].[K+].[K+].CO.O. (5) Given the product [Cl:1][C:2]1[CH:7]=[CH:6][C:5]([C:8]2[C:28](=[O:29])[N:27]([CH3:30])[C:11]3[N:12]([CH3:26])[C:13]4[C:18]([C:10]=3[CH:9]=2)=[CH:17][C:16]([C:19]2[NH:33][N:22]=[CH:21][CH:20]=2)=[CH:15][CH:14]=4)=[C:4]([F:31])[CH:3]=1, predict the reactants needed to synthesize it. The reactants are: [Cl:1][C:2]1[CH:7]=[CH:6][C:5]([C:8]2[C:28](=[O:29])[N:27]([CH3:30])[C:11]3[N:12]([CH3:26])[C:13]4[C:18]([C:10]=3[CH:9]=2)=[CH:17][C:16]([C:19](=O)[CH:20]=[CH:21][N:22](C)C)=[CH:15][CH:14]=4)=[C:4]([F:31])[CH:3]=1.O.[NH2:33]N. (6) Given the product [F:33][C:32]1[CH:31]=[CH:30][CH:29]=[C:28]([OH:34])[C:27]=1[C:18]1[N:17]=[C:16]([N:13]2[CH2:14][CH2:15][C@@H:11]([NH:10][C:36](=[O:37])[O:38][CH2:39][CH3:40])[CH2:12]2)[C:25]2[C:20](=[CH:21][C:22]([CH3:26])=[CH:23][CH:24]=2)[N:19]=1, predict the reactants needed to synthesize it. The reactants are: C(N(C(C)C)CC)(C)C.[NH2:10][C@@H:11]1[CH2:15][CH2:14][N:13]([C:16]2[C:25]3[C:20](=[CH:21][C:22]([CH3:26])=[CH:23][CH:24]=3)[N:19]=[C:18]([C:27]3[C:32]([F:33])=[CH:31][CH:30]=[CH:29][C:28]=3[OH:34])[N:17]=2)[CH2:12]1.Cl[C:36]([O:38][CH2:39][CH3:40])=[O:37].ClC([O-])=O. (7) Given the product [OH:7][C:8]1[C:20]2[CH2:19][O:18][C:17](=[O:21])[C:16]=2[C:15]([C:22]2[CH:27]=[CH:26][C:25]([C:28]#[N:29])=[CH:24][CH:23]=2)=[C:14]2[C:9]=1[CH:10]=[C:11]([O:32][CH3:33])[C:12]([O:30][CH3:31])=[CH:13]2, predict the reactants needed to synthesize it. The reactants are: C(=O)([O:7][C:8]1[C:20]2[CH2:19][O:18][C:17](=[O:21])[C:16]=2[C:15]([C:22]2[CH:27]=[CH:26][C:25]([C:28]#[N:29])=[CH:24][CH:23]=2)=[C:14]2[C:9]=1[CH:10]=[C:11]([O:32][CH3:33])[C:12]([O:30][CH3:31])=[CH:13]2)OC(C)(C)C.N1CCCCC1.Cl. (8) The reactants are: C1(P(N=[N+]=[N-])(C2C=CC=CC=2)=[O:8])C=CC=CC=1.[O:18]1[C:22]2[CH:23]=[CH:24][C:25]([C:27]3[N:28]=[C:29]([C:39]45[CH2:46][CH2:45][C:42](C(O)=O)([CH2:43][CH2:44]4)[CH2:41][CH2:40]5)[NH:30][C:31]=3[C:32]3[CH:37]=[CH:36][CH:35]=[C:34]([CH3:38])[N:33]=3)=[CH:26][C:21]=2[O:20][CH2:19]1.C([N:53]([CH:56](C)C)CC)(C)C.[CH2:59]([OH:66])[C:60]1[CH:65]=[CH:64][CH:63]=[CH:62][CH:61]=1. Given the product [CH2:59]([O:66][C:56](=[O:8])[NH:53][C:42]12[CH2:43][CH2:44][C:39]([C:29]3[NH:30][C:31]([C:32]4[CH:37]=[CH:36][CH:35]=[C:34]([CH3:38])[N:33]=4)=[C:27]([C:25]4[CH:24]=[CH:23][C:22]5[O:18][CH2:19][O:20][C:21]=5[CH:26]=4)[N:28]=3)([CH2:46][CH2:45]1)[CH2:40][CH2:41]2)[C:60]1[CH:65]=[CH:64][CH:63]=[CH:62][CH:61]=1, predict the reactants needed to synthesize it. (9) The reactants are: Cl[C:2]([O:4][CH2:5][CH3:6])=[O:3].[NH2:7][C:8]1[C:9]([I:14])=[N:10][CH:11]=[CH:12][CH:13]=1. Given the product [CH2:5]([O:4][C:2](=[O:3])[NH:7][C:8]1[C:9]([I:14])=[N:10][CH:11]=[CH:12][CH:13]=1)[CH3:6], predict the reactants needed to synthesize it. (10) Given the product [C:19]([C:18]1[O:23][C:9]([C:11]2[CH:16]=[CH:15][CH:14]=[CH:13][CH:12]=2)=[C:8]([C:6]2[CH:5]=[CH:4][NH:3][C:2](=[O:26])[CH:7]=2)[CH:17]=1)([CH3:22])([CH3:20])[CH3:21], predict the reactants needed to synthesize it. The reactants are: F[C:2]1[CH:7]=[C:6]([CH:8]([CH2:17][C:18](=[O:23])[C:19]([CH3:22])([CH3:21])[CH3:20])[C:9]([C:11]2[CH:16]=[CH:15][CH:14]=[CH:13][CH:12]=2)=O)[CH:5]=[CH:4][N:3]=1.CC[O:26]C(C)=O.